Dataset: Full USPTO retrosynthesis dataset with 1.9M reactions from patents (1976-2016). Task: Predict the reactants needed to synthesize the given product. (1) Given the product [NH2:17][C:16]1[S:27][C:1]([C:2]2[CH:7]=[CH:6][CH:5]=[CH:4][CH:3]=2)=[N:9][C:10]=1[C:11]([O:13][CH2:14][CH3:15])=[O:12], predict the reactants needed to synthesize it. The reactants are: [C:1]([NH:9][CH:10]([C:16]#[N:17])[C:11]([O:13][CH2:14][CH3:15])=[O:12])(=O)[C:2]1[CH:7]=[CH:6][CH:5]=[CH:4][CH:3]=1.COC1C=CC(P2(SP(C3C=CC(OC)=CC=3)(=S)S2)=[S:27])=CC=1. (2) Given the product [CH3:16][C:15]1([C:13]2[S:14][C:10]([CH2:9][OH:8])=[CH:11][N:12]=2)[O:17][CH2:27][CH2:26][O:25]1, predict the reactants needed to synthesize it. The reactants are: N#N.C([SiH2][O:8][C:9](C)(C)[C:10]1[S:14][C:13]([C:15](=[O:17])[CH3:16])=[N:12][CH:11]=1)(C)(C)C.COC([O:25][CH3:26])OC.[C:27]([O-])([O-])=O.[Na+].[Na+]. (3) Given the product [C:1]1([C:7]2[CH:11]=[C:10]([NH:12][C:13](=[O:39])[O:14][CH2:15][C@@H:16]([N:25]([CH3:38])[C:26]([NH:28][CH2:29][C:30]3[CH:35]=[CH:34][CH:33]=[C:32]([F:36])[C:31]=3[Cl:37])=[O:27])[CH2:17][C@@H:18]([OH:19])[CH2:22][OH:21])[O:9][N:8]=2)[CH:6]=[CH:5][CH:4]=[CH:3][CH:2]=1, predict the reactants needed to synthesize it. The reactants are: [C:1]1([C:7]2[CH:11]=[C:10]([NH:12][C:13](=[O:39])[O:14][CH2:15][C@@H:16]([N:25]([CH3:38])[C:26]([NH:28][CH2:29][C:30]3[CH:35]=[CH:34][CH:33]=[C:32]([F:36])[C:31]=3[Cl:37])=[O:27])[CH2:17][C@@H:18]3[CH2:22][O:21]C(C)(C)[O:19]3)[O:9][N:8]=2)[CH:6]=[CH:5][CH:4]=[CH:3][CH:2]=1.Cl.O1CCOCC1. (4) Given the product [CH3:17][C:16]([NH:15][CH2:14][CH2:13][C:10]1[C:11]2[CH:12]=[C:3]([O:2][CH3:1])[CH:4]=[CH:5][C:6]=2[CH:7]=[CH:8][CH:9]=1)=[O:18], predict the reactants needed to synthesize it. The reactants are: [CH3:1][O:2][C:3]1[CH:12]=[C:11]2[C:6]([CH:7]=[CH:8][CH:9]=[C:10]2[CH2:13][CH2:14][NH2:15])=[CH:5][CH:4]=1.[C:16](OC(=O)C)(=[O:18])[CH3:17]. (5) Given the product [Br:1][C:2]1[CH:7]=[CH:6][C:5]([CH2:8][N:10]2[CH2:15][CH2:14][O:13][CH2:12][CH2:11]2)=[CH:4][CH:3]=1, predict the reactants needed to synthesize it. The reactants are: [Br:1][C:2]1[CH:7]=[CH:6][C:5]([CH2:8]Br)=[CH:4][CH:3]=1.[NH:10]1[CH2:15][CH2:14][O:13][CH2:12][CH2:11]1.C([O-])([O-])=O.[K+].[K+].O. (6) Given the product [Br:12][C:10]1[CH:9]=[N:8][N:7]([C:4]([CH3:6])([CH3:5])[CH2:3][OH:2])[CH:11]=1, predict the reactants needed to synthesize it. The reactants are: C[O:2][C:3](=O)[C:4]([N:7]1[CH:11]=[C:10]([Br:12])[CH:9]=[N:8]1)([CH3:6])[CH3:5].[H-].[H-].[H-].[H-].[Li+].[Al+3].